Predict the reactants needed to synthesize the given product. From a dataset of Full USPTO retrosynthesis dataset with 1.9M reactions from patents (1976-2016). (1) Given the product [N:1]1[CH:6]=[CH:5][CH:4]=[CH:3][C:2]=1[CH2:7][N:8]([C:16]1[CH:21]=[C:20]([C:22]([F:25])([F:24])[F:23])[C:19]([Cl:26])=[C:18]([C:32]#[CH:33])[N:17]=1)[CH2:9][C:10]1[CH:15]=[CH:14][CH:13]=[CH:12][N:11]=1, predict the reactants needed to synthesize it. The reactants are: [N:1]1[CH:6]=[CH:5][CH:4]=[CH:3][C:2]=1[CH2:7][N:8]([C:16]1[CH:21]=[C:20]([C:22]([F:25])([F:24])[F:23])[C:19]([Cl:26])=[C:18](Br)[N:17]=1)[CH2:9][C:10]1[CH:15]=[CH:14][CH:13]=[CH:12][N:11]=1.C[Si]([C:32]#[CH:33])(C)C. (2) Given the product [C:1]([O:5][C:6]([NH:8][C@@H:9]([CH2:21][N:27]([CH3:29])[CH3:28])[CH2:10][C:11]([O:13][CH2:14][C:15]1[CH:20]=[CH:19][CH:18]=[CH:17][CH:16]=1)=[O:12])=[O:7])([CH3:4])([CH3:3])[CH3:2], predict the reactants needed to synthesize it. The reactants are: [C:1]([O:5][C:6]([NH:8][C@@H:9]([CH2:21]OS(C)(=O)=O)[CH2:10][C:11]([O:13][CH2:14][C:15]1[CH:20]=[CH:19][CH:18]=[CH:17][CH:16]=1)=[O:12])=[O:7])([CH3:4])([CH3:3])[CH3:2].[NH:27]([CH3:29])[CH3:28]. (3) Given the product [Si:1]([O:8][CH2:9][C@@H:10]([N:13]([CH2:21][C:22](=[O:23])[CH:28]=[CH:29][CH3:30])[C:14](=[O:20])[O:15][C:16]([CH3:19])([CH3:17])[CH3:18])[CH:11]=[CH2:12])([C:4]([CH3:6])([CH3:5])[CH3:7])([CH3:3])[CH3:2], predict the reactants needed to synthesize it. The reactants are: [Si:1]([O:8][CH2:9][C@@H:10]([N:13]([CH2:21][C:22](N(OC)C)=[O:23])[C:14](=[O:20])[O:15][C:16]([CH3:19])([CH3:18])[CH3:17])[CH:11]=[CH2:12])([C:4]([CH3:7])([CH3:6])[CH3:5])([CH3:3])[CH3:2].[CH:28]([Mg]Br)=[CH:29][CH3:30]. (4) Given the product [CH3:1][O:2][C:3]1[CH:4]=[C:5]([C:13]2[CH:14]=[C:15]([CH:21]=[CH:22][N:23]=2)[C:16]([O:18][CH2:19][CH3:20])=[O:17])[CH:6]=[CH:7][CH:8]=1, predict the reactants needed to synthesize it. The reactants are: [CH3:1][O:2][C:3]1[CH:4]=[C:5](B(O)O)[CH:6]=[CH:7][CH:8]=1.Cl[C:13]1[CH:14]=[C:15]([CH:21]=[CH:22][N:23]=1)[C:16]([O:18][CH2:19][CH3:20])=[O:17]. (5) The reactants are: [CH2:1]([C:4]1([CH2:10][CH2:11][OH:12])[O:9][CH2:8][CH2:7][CH2:6][O:5]1)CC.[C:13](OCC)(=O)[CH2:14]C(C)=O. Given the product [CH3:1][C:4]1([CH2:10][CH2:11][OH:12])[O:5][CH2:6][C:7]2([CH2:14][CH2:13]2)[CH2:8][O:9]1, predict the reactants needed to synthesize it. (6) Given the product [CH3:1][O:2][C:3]([C@@H:5]1[CH2:18][C@H:17]([O:19][Si:37]([CH3:40])([CH3:39])[CH3:38])[C:16](=[O:20])[C@H:15]2[C@@:6]1([CH3:28])[CH2:7][CH2:8][C@@H:9]1[C@:14]2([CH3:21])[CH2:13][C@@H:12]([C:22]2[CH:26]=[CH:25][O:24][CH:23]=2)[O:11][C:10]1=[O:27])=[O:4], predict the reactants needed to synthesize it. The reactants are: [CH3:1][O:2][C:3]([C@@H:5]1[CH2:18][C@H:17]([OH:19])[C:16](=[O:20])[C@H:15]2[C@@:6]1([CH3:28])[CH2:7][CH2:8][C@H:9]1[C@:14]2([CH3:21])[CH2:13][C@@H:12]([C:22]2[CH:26]=[CH:25][O:24][CH:23]=2)[O:11][C:10]1=[O:27])=[O:4].CCN(CC)CC.Cl[Si:37]([CH3:40])([CH3:39])[CH3:38].